Dataset: Full USPTO retrosynthesis dataset with 1.9M reactions from patents (1976-2016). Task: Predict the reactants needed to synthesize the given product. (1) Given the product [ClH:1].[CH:2]([C@H:4]1[CH2:9][CH2:8][CH2:7][CH2:6][NH:5]1)=[CH2:3], predict the reactants needed to synthesize it. The reactants are: [ClH:1].[CH:2]([C@H:4]1[CH2:9][CH2:8][CH2:7][CH2:6][N:5]1C(OC(C)(C)C)=O)=[CH2:3]. (2) Given the product [Cl:1][C:2]1[CH:9]=[CH:8][CH:7]=[CH:6][C:3]=1[CH:4]1[C:19]([N+:16]([O-:18])=[O:17])=[C:20]([CH2:21][CH2:22][CH3:23])[NH:10][C:11]2=[N:12][NH:13][CH:14]=[C:15]12, predict the reactants needed to synthesize it. The reactants are: [Cl:1][C:2]1[CH:9]=[CH:8][CH:7]=[CH:6][C:3]=1[CH:4]=O.[NH2:10][C:11]1[CH:15]=[CH:14][NH:13][N:12]=1.[N+:16]([CH2:19][C:20](=O)[CH2:21][CH2:22][CH3:23])([O-:18])=[O:17]. (3) Given the product [OH:38][NH:39][C:29]([C@H:7]1[CH2:6][C@H:5]([O:4][CH2:3][C:2](=[O:1])[N:33]2[CH2:37][CH2:36][CH2:35][CH2:34]2)[CH2:10][N:9]([C:11]([O:13][CH3:14])=[O:12])[C@@H:8]1[C:15]([N:17]1[CH2:18][CH2:19][N:20]([C:23]2[CH:24]=[CH:25][CH:26]=[CH:27][CH:28]=2)[CH2:21][CH2:22]1)=[O:16])=[O:30], predict the reactants needed to synthesize it. The reactants are: [O:1]=[C:2]([N:33]1[CH2:37][CH2:36][CH2:35][CH2:34]1)[CH2:3][O:4][C@@H:5]1[CH2:10][N:9]([C:11]([O:13][CH3:14])=[O:12])[C@H:8]([C:15]([N:17]2[CH2:22][CH2:21][N:20]([C:23]3[CH:28]=[CH:27][CH:26]=[CH:25][CH:24]=3)[CH2:19][CH2:18]2)=[O:16])[C@@H:7]([C:29](OC)=[O:30])[CH2:6]1.[OH:38][NH2:39].C[O-].[Na+].Cl. (4) The reactants are: [C:1]([O:5][C:6](=[O:36])[C:7]([S:10][C:11]1[S:12][CH:13]=[C:14]([CH2:16][CH2:17][N:18]([C:26]2[C:31]([Cl:32])=[CH:30][C:29]([C:33](=O)[NH2:34])=[CH:28][N:27]=2)[CH2:19][CH2:20][CH2:21][CH2:22][CH2:23][CH2:24][CH3:25])[N:15]=1)([CH3:9])[CH3:8])([CH3:4])([CH3:3])[CH3:2].C(N(CC)CC)C.FC(F)(F)C(OC(=O)C(F)(F)F)=O. Given the product [C:1]([O:5][C:6](=[O:36])[C:7]([S:10][C:11]1[S:12][CH:13]=[C:14]([CH2:16][CH2:17][N:18]([C:26]2[C:31]([Cl:32])=[CH:30][C:29]([C:33]#[N:34])=[CH:28][N:27]=2)[CH2:19][CH2:20][CH2:21][CH2:22][CH2:23][CH2:24][CH3:25])[N:15]=1)([CH3:8])[CH3:9])([CH3:2])([CH3:3])[CH3:4], predict the reactants needed to synthesize it. (5) Given the product [CH3:1][O:2][C:3](=[O:16])[CH2:4][S:5][CH:6]([CH3:15])[CH2:7][C:8]([OH:10])=[O:9], predict the reactants needed to synthesize it. The reactants are: [CH3:1][O:2][C:3](=[O:16])[CH2:4][S:5][CH:6]([CH3:15])[CH2:7][C:8]([O:10]C(C)(C)C)=[O:9].FC(F)(F)C(O)=O. (6) Given the product [CH2:2]([C:17]1[CH:22]=[CH:21][CH:20]=[C:19]([O:23][C:25]2[CH:30]=[CH:29][CH:28]=[CH:27][CH:26]=2)[CH:18]=1)[CH2:3][CH2:4][CH2:5][CH2:6][CH2:7][CH2:8][CH2:9][CH2:10][CH2:11][CH2:12][CH2:13][CH2:14][CH2:15][CH3:16], predict the reactants needed to synthesize it. The reactants are: [K].[CH2:2]([C:17]1[CH:18]=[C:19]([OH:23])[CH:20]=[CH:21][CH:22]=1)[CH2:3][CH2:4][CH2:5][CH2:6][CH2:7][CH2:8][CH2:9][CH2:10][CH2:11][CH2:12][CH2:13][CH2:14][CH2:15][CH3:16].Br[C:25]1[CH:30]=[CH:29][CH:28]=[CH:27][CH:26]=1.CC(N(C)C)=O. (7) Given the product [CH3:1][C:2]1[CH:7]=[CH:6][C:5]([CH3:8])=[CH:4][C:3]=1[N:9]1[CH2:14][CH2:13][N:12]([C:15]([CH:17]2[CH2:18][N:19]([S:38]([C:33]3[CH:34]=[CH:35][CH:36]=[CH:37][C:32]=3[F:31])(=[O:40])=[O:39])[C:20](=[O:28])[N:21]2[C:22]2[CH:23]=[CH:24][CH:25]=[CH:26][CH:27]=2)=[O:16])[CH2:11][CH2:10]1, predict the reactants needed to synthesize it. The reactants are: [CH3:1][C:2]1[CH:7]=[CH:6][C:5]([CH3:8])=[CH:4][C:3]=1[N:9]1[CH2:14][CH2:13][N:12]([C:15]([CH:17]2[N:21]([C:22]3[CH:27]=[CH:26][CH:25]=[CH:24][CH:23]=3)[C:20](=[O:28])[NH:19][CH2:18]2)=[O:16])[CH2:11][CH2:10]1.[H-].[Na+].[F:31][C:32]1[CH:37]=[CH:36][CH:35]=[CH:34][C:33]=1[S:38](Cl)(=[O:40])=[O:39]. (8) Given the product [Br:22][CH2:23][CH2:24][CH2:25][O:1][C:2]1[CH:6]=[C:5]([C:7]([O:9][CH3:10])=[O:8])[O:4][N:3]=1, predict the reactants needed to synthesize it. The reactants are: [OH:1][C:2]1[CH:6]=[C:5]([C:7]([O:9][CH3:10])=[O:8])[O:4][N:3]=1.CN(C)C=O.C(=O)([O-])[O-].[K+].[K+].[Br:22][CH2:23][CH2:24][CH2:25]Br.